This data is from Retrosynthesis with 50K atom-mapped reactions and 10 reaction types from USPTO. The task is: Predict the reactants needed to synthesize the given product. The reactants are: CC(C)(C)OC(=O)NCCn1ccc2cc(C(=O)N3CCC(Oc4ccc(Cl)cc4)CC3)ccc21. Given the product NCCn1ccc2cc(C(=O)N3CCC(Oc4ccc(Cl)cc4)CC3)ccc21, predict the reactants needed to synthesize it.